This data is from Forward reaction prediction with 1.9M reactions from USPTO patents (1976-2016). The task is: Predict the product of the given reaction. The product is: [F:27][C:28]1[CH:29]=[CH:30][C:31]([C:2]2[N:11]=[CH:10][C:9]3[N:8]([CH2:12][C:13]4[CH:18]=[CH:17][C:16]([S:19]([CH3:22])(=[O:21])=[O:20])=[CH:15][CH:14]=4)[CH2:7][CH:6]4[CH2:23][O:24][CH2:25][CH2:26][N:5]4[C:4]=3[N:3]=2)=[C:32]2[C:36]=1[NH:35][CH:34]=[CH:33]2. Given the reactants Cl[C:2]1[N:11]=[CH:10][C:9]2[N:8]([CH2:12][C:13]3[CH:18]=[CH:17][C:16]([S:19]([CH3:22])(=[O:21])=[O:20])=[CH:15][CH:14]=3)[CH2:7][CH:6]3[CH2:23][O:24][CH2:25][CH2:26][N:5]3[C:4]=2[N:3]=1.[F:27][C:28]1[CH:29]=[CH:30][C:31](B2OC(C)(C)C(C)(C)O2)=[C:32]2[C:36]=1[NH:35][CH:34]=[CH:33]2, predict the reaction product.